From a dataset of Full USPTO retrosynthesis dataset with 1.9M reactions from patents (1976-2016). Predict the reactants needed to synthesize the given product. (1) Given the product [C:25]([CH2:27][C:28]1([N:32]2[CH:36]=[C:35]([C:37]3[CH:42]=[N:41][N:40]4[C:43]([C:46]5[CH:51]=[CH:50][CH:49]=[C:48]([NH:52][C:53]([NH:55][CH2:56][C:57]([F:59])([F:60])[F:58])=[O:54])[CH:47]=5)=[CH:44][N:45]=[C:39]4[CH:38]=3)[CH:34]=[N:33]2)[CH2:29][N:30]([C:2]([NH:24][CH2:23][CH:20]2[CH2:22][CH2:21]2)=[O:4])[CH2:31]1)#[N:26], predict the reactants needed to synthesize it. The reactants are: Cl[C:2](Cl)([O:4]C(=O)OC(Cl)(Cl)Cl)Cl.C(N(CC)CC)C.[CH:20]1([CH2:23][NH2:24])[CH2:22][CH2:21]1.[C:25]([CH2:27][C:28]1([N:32]2[CH:36]=[C:35]([C:37]3[CH:42]=[N:41][N:40]4[C:43]([C:46]5[CH:47]=[C:48]([NH:52][C:53]([NH:55][CH2:56][C:57]([F:60])([F:59])[F:58])=[O:54])[CH:49]=[CH:50][CH:51]=5)=[CH:44][N:45]=[C:39]4[CH:38]=3)[CH:34]=[N:33]2)[CH2:31][NH:30][CH2:29]1)#[N:26]. (2) Given the product [O:3]=[CH:4][CH2:5][CH2:6][CH2:7][NH:8][C:9]([C:11]12[CH2:18][CH:17]3[CH2:19][CH:13]([CH2:14][CH:15]([CH2:16]3)[CH2:20]1)[CH2:12]2)=[O:10], predict the reactants needed to synthesize it. The reactants are: C([O:3][CH:4](OCC)[CH2:5][CH2:6][CH2:7][NH:8][C:9]([C:11]12[CH2:20][CH:15]3[CH2:16][CH:17]([CH2:19][CH:13]([CH2:14]3)[CH2:12]1)[CH2:18]2)=[O:10])C.C(O)(=O)C.Cl. (3) Given the product [S:19]1[CH:23]=[CH:22][C:21]([N:8]2[C:16]3[C:11](=[CH:12][CH:13]=[CH:14][CH:15]=3)[C:10](=[O:17])[C:9]2=[O:18])=[CH:20]1, predict the reactants needed to synthesize it. The reactants are: C(N(CC)CC)C.[NH:8]1[C:16]2[C:11](=[CH:12][CH:13]=[CH:14][CH:15]=2)[C:10](=[O:17])[C:9]1=[O:18].[S:19]1[CH:23]=[CH:22][C:21](B(O)O)=[CH:20]1. (4) Given the product [CH3:24][C:21]1[N:22]=[CH:23][C:18]([N:9]2[CH:10]=[C:11]([C:13]3[N:14]=[CH:15][S:16][CH:17]=3)[N:12]=[C:8]2[C:5]2[CH:6]=[CH:7][C:2]([NH:25][C:26]3[C:31]([N+:32]([O-:34])=[O:33])=[CH:30][CH:29]=[CH:28][N:27]=3)=[CH:3][CH:4]=2)=[CH:19][CH:20]=1, predict the reactants needed to synthesize it. The reactants are: I[C:2]1[CH:7]=[CH:6][C:5]([C:8]2[N:9]([C:18]3[CH:19]=[CH:20][C:21]([CH3:24])=[N:22][CH:23]=3)[CH:10]=[C:11]([C:13]3[N:14]=[CH:15][S:16][CH:17]=3)[N:12]=2)=[CH:4][CH:3]=1.[NH2:25][C:26]1[C:31]([N+:32]([O-:34])=[O:33])=[CH:30][CH:29]=[CH:28][N:27]=1.C1(P(C2C=CC=CC=2)C2C3OC4C(=CC=CC=4P(C4C=CC=CC=4)C4C=CC=CC=4)C(C)(C)C=3C=CC=2)C=CC=CC=1.C([O-])([O-])=O.[Cs+].[Cs+].